From a dataset of Forward reaction prediction with 1.9M reactions from USPTO patents (1976-2016). Predict the product of the given reaction. (1) Given the reactants C(OC(=O)[NH:7][CH2:8][CH2:9][CH2:10][NH:11][C:12](=[O:17])[CH:13]([Br:16])[CH2:14][CH3:15])(C)(C)C.[C:19]([OH:25])([C:21]([F:24])([F:23])[F:22])=[O:20].C(Cl)Cl, predict the reaction product. The product is: [F:22][C:21]([F:24])([F:23])[C:19]([OH:25])=[O:20].[NH2:7][CH2:8][CH2:9][CH2:10][NH:11][C:12](=[O:17])[CH:13]([Br:16])[CH2:14][CH3:15]. (2) Given the reactants [Cl:1][C:2]1[C:7]([C:8]([F:11])([F:10])[F:9])=[CH:6][CH:5]=[CH:4][C:3]=1[C:12]([N:14]1[CH2:19][CH2:18][N:17]2[CH:20]=[N:21][N:22]=[C:16]2[CH2:15]1)=[O:13].Br[C:24]1[CH:25]=[N:26][CH:27]=[CH:28][CH:29]=1.C(=O)([O-])[O-].[Cs+].[Cs+].O, predict the reaction product. The product is: [Cl:1][C:2]1[C:7]([C:8]([F:10])([F:11])[F:9])=[CH:6][CH:5]=[CH:4][C:3]=1[C:12]([N:14]1[CH2:19][CH2:18][N:17]2[C:20]([C:24]3[CH:25]=[N:26][CH:27]=[CH:28][CH:29]=3)=[N:21][N:22]=[C:16]2[CH2:15]1)=[O:13].